From a dataset of CYP2D6 inhibition data for predicting drug metabolism from PubChem BioAssay. Regression/Classification. Given a drug SMILES string, predict its absorption, distribution, metabolism, or excretion properties. Task type varies by dataset: regression for continuous measurements (e.g., permeability, clearance, half-life) or binary classification for categorical outcomes (e.g., BBB penetration, CYP inhibition). Dataset: cyp2d6_veith. (1) The compound is COc1ccc(CCC(C)NC2C3CC4CC(C3)CC2C4)cc1. The result is 1 (inhibitor). (2) The result is 1 (inhibitor). The compound is CCN(CC)c1ccc(/C=N/N2CCN(Cc3ccc(C)cc3)CC2)c(O)c1. (3) The molecule is O=C(NCc1ccccc1)C(c1ccc(F)cc1)N(Cc1ccco1)C(=O)c1ccccn1. The result is 0 (non-inhibitor). (4) The compound is COCCn1c(=O)[nH]c2cc(C(=O)N3CCN(c4ccccc4OC)CC3)ccc2c1=O. The result is 0 (non-inhibitor). (5) The compound is Cc1cc(SCC(=O)c2ccccc2)nc(SCC(=O)c2ccccc2)n1. The result is 0 (non-inhibitor). (6) The result is 1 (inhibitor). The drug is O=C(Cc1ccccc1)NC(NCCc1ccccc1)C(Cl)(Cl)Cl. (7) The molecule is CCOc1cc(/C=N/NC(=O)COc2cccc(C)c2)ccc1OC(=O)c1cccs1. The result is 0 (non-inhibitor). (8) The compound is COc1ccc(C(=O)Nn2cnc3ccccc3c2=O)c(OC)c1. The result is 0 (non-inhibitor). (9) The molecule is CC(C)C[C@H](NC(=O)[C@@H](O)[C@H](N)Cc1ccccc1)C(=O)O. The result is 0 (non-inhibitor).